Dataset: Forward reaction prediction with 1.9M reactions from USPTO patents (1976-2016). Task: Predict the product of the given reaction. (1) Given the reactants [CH3:1][O:2][C:3](=[O:49])[NH:4][C@H:5]([C:9]([N:11]1[CH2:15][CH2:14][CH2:13][C@H:12]1[C:16]1[NH:17][CH:18]=[C:19]([C:21]2[CH:26]=[CH:25][C:24]([C:27]3[CH:32]=[CH:31][C:30]([NH:33][C:34]([C:36]4[CH:37]=[N:38][C:39]([N:42]5[CH2:47][CH2:46][NH:45][CH2:44][C@H:43]5[CH3:48])=[CH:40][CH:41]=4)=[O:35])=[CH:29][CH:28]=3)=[CH:23][CH:22]=2)[N:20]=1)=[O:10])[CH:6]([CH3:8])[CH3:7].[CH3:50][C:51]1([CH3:57])[CH2:53][C@@H:52]1[C:54](O)=[O:55].CN(C)C=O.F[P-](F)(F)(F)(F)F.C[N+](C)=C(N(C)C)ON1C2N=CC=CC=2N=N1.C(N(CC)C(C)C)(C)C, predict the reaction product. The product is: [CH3:1][O:2][C:3](=[O:49])[NH:4][C@H:5]([C:9]([N:11]1[CH2:15][CH2:14][CH2:13][C@H:12]1[C:16]1[NH:17][CH:18]=[C:19]([C:21]2[CH:26]=[CH:25][C:24]([C:27]3[CH:32]=[CH:31][C:30]([NH:33][C:34]([C:36]4[CH:37]=[N:38][C:39]([N:42]5[CH2:47][CH2:46][N:45]([C:54]([C@H:52]6[CH2:53][C:51]6([CH3:57])[CH3:50])=[O:55])[CH2:44][C@H:43]5[CH3:48])=[CH:40][CH:41]=4)=[O:35])=[CH:29][CH:28]=3)=[CH:23][CH:22]=2)[N:20]=1)=[O:10])[CH:6]([CH3:8])[CH3:7]. (2) Given the reactants Cl.Cl.[O:3]1[C:8]2=[CH:9][CH:10]=[CH:11][C:7]2=[CH:6][C:5]([CH:12]2[CH2:17][CH2:16][CH2:15][CH2:14][N:13]2[CH2:18][CH2:19][C@H:20]2[CH2:25][CH2:24][C@H:23]([NH2:26])[CH2:22][CH2:21]2)=[CH:4]1.[N:27]1([C:33]2[CH:41]=[CH:40][C:36]([C:37](O)=[O:38])=[CH:35][CH:34]=2)[CH2:32][CH2:31][CH2:30][CH2:29][CH2:28]1, predict the reaction product. The product is: [O:3]1[C:8]2=[CH:9][CH:10]=[CH:11][C:7]2=[CH:6][C:5]([CH:12]2[CH2:17][CH2:16][CH2:15][CH2:14][N:13]2[CH2:18][CH2:19][C@H:20]2[CH2:21][CH2:22][C@H:23]([NH:26][C:37](=[O:38])[C:36]3[CH:40]=[CH:41][C:33]([N:27]4[CH2:32][CH2:31][CH2:30][CH2:29][CH2:28]4)=[CH:34][CH:35]=3)[CH2:24][CH2:25]2)=[CH:4]1. (3) Given the reactants Br[CH2:2][C:3]1[N:4]=[N:5][C:6]([Cl:9])=[CH:7][CH:8]=1.[CH3:10][S:11]([C:14]1[CH:15]=[C:16]2[C:20](=[CH:21][CH:22]=1)[NH:19][CH:18]=[CH:17]2)(=[O:13])=[O:12], predict the reaction product. The product is: [Cl:9][C:6]1[N:5]=[N:4][C:3]([CH2:2][N:19]2[C:20]3[C:16](=[CH:15][C:14]([S:11]([CH3:10])(=[O:13])=[O:12])=[CH:22][CH:21]=3)[CH:17]=[CH:18]2)=[CH:8][CH:7]=1. (4) Given the reactants C(OC([NH:11][NH:12][C:13]([CH:15]([CH:20]1[CH2:25][CH2:24][N:23]([C:26]([O:28][C:29]([CH3:32])([CH3:31])[CH3:30])=[O:27])[CH2:22][CH2:21]1)[CH2:16][CH2:17][CH2:18][Cl:19])=[O:14])=O)C1C=CC=CC=1, predict the reaction product. The product is: [Cl:19][CH2:18][CH2:17][CH2:16][CH:15]([CH:20]1[CH2:25][CH2:24][N:23]([C:26]([O:28][C:29]([CH3:32])([CH3:31])[CH3:30])=[O:27])[CH2:22][CH2:21]1)[C:13]([NH:12][NH2:11])=[O:14]. (5) Given the reactants N1C=CC=CC=1.Cl.[NH2:8][C:9]1[CH:37]=[CH:36][C:12]([CH2:13][N:14]2[C:18]3[CH:19]=[CH:20][CH:21]=[CH:22][C:17]=3[N:16]([CH2:23][C:24]3[CH:29]=[CH:28][C:27]([O:30][C:31]([F:34])([F:33])[F:32])=[CH:26][CH:25]=3)[C:15]2=[O:35])=[CH:11][CH:10]=1.[CH3:38][S:39](Cl)(=[O:41])=[O:40], predict the reaction product. The product is: [F:32][C:31]([F:33])([F:34])[O:30][C:27]1[CH:28]=[CH:29][C:24]([CH2:23][N:16]2[C:17]3[CH:22]=[CH:21][CH:20]=[CH:19][C:18]=3[N:14]([CH2:13][C:12]3[CH:11]=[CH:10][C:9]([NH:8][S:39]([CH3:38])(=[O:41])=[O:40])=[CH:37][CH:36]=3)[C:15]2=[O:35])=[CH:25][CH:26]=1.